Dataset: Catalyst prediction with 721,799 reactions and 888 catalyst types from USPTO. Task: Predict which catalyst facilitates the given reaction. Reactant: [CH2:1]([N:8]1[C:12](/[CH:13]=[C:14](/[C:19]([O:21][CH2:22][CH3:23])=[O:20])\[CH2:15][C:16]([OH:18])=O)=[CH:11][N:10]=[C:9]1[CH3:24])[C:2]1[CH:7]=[CH:6][CH:5]=[CH:4][CH:3]=1.[F:25][C:26]([F:37])([F:36])C(OC(=O)[C:26]([F:37])([F:36])[F:25])=O. Product: [F:25][C:26]([F:37])([F:36])[O:18][C:16]1[C:11]2[N:10]=[C:9]([CH3:24])[N:8]([CH2:1][C:2]3[CH:3]=[CH:4][CH:5]=[CH:6][CH:7]=3)[C:12]=2[CH:13]=[C:14]([C:19]([O:21][CH2:22][CH3:23])=[O:20])[CH:15]=1. The catalyst class is: 10.